Dataset: Full USPTO retrosynthesis dataset with 1.9M reactions from patents (1976-2016). Task: Predict the reactants needed to synthesize the given product. (1) Given the product [Cl:1][C:2]1[N:3]=[C:4]([NH:12][CH2:13][CH:14]2[CH2:17][N:16]([C:18]([O:20][C:21]([CH3:24])([CH3:23])[CH3:22])=[O:19])[CH2:15]2)[C:5]2[NH:10][CH:9]=[CH:8][C:6]=2[N:7]=1, predict the reactants needed to synthesize it. The reactants are: [Cl:1][C:2]1[N:3]=[C:4](Cl)[C:5]2[NH:10][CH:9]=[CH:8][C:6]=2[N:7]=1.[NH2:12][CH2:13][CH:14]1[CH2:17][N:16]([C:18]([O:20][C:21]([CH3:24])([CH3:23])[CH3:22])=[O:19])[CH2:15]1.C(N(CC)C(C)C)(C)C. (2) Given the product [Br:1][C:2]1[CH:10]=[CH:9][C:5]([C:6]([Cl:13])=[O:7])=[CH:4][CH:3]=1, predict the reactants needed to synthesize it. The reactants are: [Br:1][C:2]1[CH:10]=[CH:9][C:5]([C:6](O)=[O:7])=[CH:4][CH:3]=1.O=S(Cl)[Cl:13].